From a dataset of Catalyst prediction with 721,799 reactions and 888 catalyst types from USPTO. Predict which catalyst facilitates the given reaction. (1) Reactant: [CH3:1][C:2]1[C:15]2[C:14]3[N:13]=[CH:12][CH:11]=[CH:10][C:9]=3[C:8](=O)[C:7](=O)[C:6]=2[CH:5]=[CH:4][CH:3]=1.[NH2:18][NH2:19].[C:20](O)(=O)C.[CH:24]([NH2:26])=[NH:25]. Product: [CH3:1][C:2]1[C:15]2[C:6](=[C:7]3[N:18]=[N:26][CH:24]=[N:25][C:8]3=[C:9]3[C:14]=2[N:13]=[CH:12][CH:11]=[CH:10]3)[CH:5]=[CH:4][CH:3]=1.[CH3:20][N:13]1[C:14]2[C:9](=[C:8]3[N:26]=[CH:24][N:19]=[N:18][C:7]3=[C:6]3[CH:5]=[CH:4][CH:3]=[CH:2][C:15]3=2)[CH:10]=[CH:11][CH2:12]1. The catalyst class is: 5. (2) Reactant: [CH3:1][N:2]1[C:6]2=[C:7]3[CH:13]=[C:12]([C:14]4[CH:15]=[C:16]([CH:20]=[CH:21][CH:22]=4)[C:17]([OH:19])=O)[N:11]([S:23]([C:26]4[CH:32]=[CH:31][C:29]([CH3:30])=[CH:28][CH:27]=4)(=[O:25])=[O:24])[C:8]3=[N:9][CH:10]=[C:5]2[CH:4]=[N:3]1.CCN(C(C)C)C(C)C.CN(C(ON1N=NC2C=CC=NC1=2)=[N+](C)C)C.F[P-](F)(F)(F)(F)F.[O:66]1[CH2:71][CH2:70][N:69]([CH2:72][CH2:73][NH2:74])[CH2:68][CH2:67]1. Product: [CH3:1][N:2]1[C:6]2=[C:7]3[CH:13]=[C:12]([C:14]4[CH:15]=[C:16]([CH:20]=[CH:21][CH:22]=4)[C:17]([NH:74][CH2:73][CH2:72][N:69]4[CH2:70][CH2:71][O:66][CH2:67][CH2:68]4)=[O:19])[N:11]([S:23]([C:26]4[CH:32]=[CH:31][C:29]([CH3:30])=[CH:28][CH:27]=4)(=[O:24])=[O:25])[C:8]3=[N:9][CH:10]=[C:5]2[CH:4]=[N:3]1. The catalyst class is: 329. (3) Reactant: [CH:1]1[C:10]2[C:5](=[CH:6][CH:7]=[CH:8][CH:9]=2)[CH:4]=[CH:3][C:2]=1[C:11]1[CH2:17][CH:16]2[N:18]([CH2:19][CH2:20]O)[CH:13]([CH2:14][CH2:15]2)[CH:12]=1.CS([Cl:26])(=O)=O.CCN(CC)CC.C(Cl)Cl. Product: [Cl:26][CH2:20][CH2:19][N:18]1[CH:16]2[CH2:15][CH2:14][CH:13]1[CH:12]=[C:11]([C:2]1[CH:3]=[CH:4][C:5]3[C:10](=[CH:9][CH:8]=[CH:7][CH:6]=3)[CH:1]=1)[CH2:17]2. The catalyst class is: 6. (4) Reactant: N1C2C(=CC=CC=2)CC1=O.[C:11]1(=[O:18])[CH2:16][CH2:15][CH2:14][C:13](=O)[CH2:12]1.Cl.[NH2:20][CH2:21][C:22](=O)[CH2:23][CH2:24][C:25]([OH:27])=[O:26].C([O-])(=O)C.[Na+]. Product: [C:25]([CH2:24][CH2:23][C:22]1[C:12]2[C:11](=[O:18])[CH2:16][CH2:15][CH2:14][C:13]=2[NH:20][CH:21]=1)([OH:27])=[O:26]. The catalyst class is: 6. (5) Reactant: [N+:1]([C:4]1[CH:50]=[CH:49][C:7]([O:8][C:9]2[CH:10]=[C:11]([C:15]3[O:19][C:18]([C:20]4[CH:25]=[C:24]([OH:26])[C:23]([C:27]5[O:28][C:29]([C:32]6[CH:37]=[CH:36][CH:35]=[C:34]([O:38][C:39]7[CH:44]=[CH:43][C:42]([N+:45]([O-])=O)=[CH:41][CH:40]=7)[CH:33]=6)=[N:30][N:31]=5)=[CH:22][C:21]=4[OH:48])=[N:17][N:16]=3)[CH:12]=[CH:13][CH:14]=2)=[CH:6][CH:5]=1)([O-])=O. Product: [NH2:1][C:4]1[CH:5]=[CH:6][C:7]([O:8][C:9]2[CH:10]=[C:11]([C:15]3[O:19][C:18]([C:20]4[CH:25]=[C:24]([OH:26])[C:23]([C:27]5[O:28][C:29]([C:32]6[CH:37]=[CH:36][CH:35]=[C:34]([O:38][C:39]7[CH:44]=[CH:43][C:42]([NH2:45])=[CH:41][CH:40]=7)[CH:33]=6)=[N:30][N:31]=5)=[CH:22][C:21]=4[OH:48])=[N:17][N:16]=3)[CH:12]=[CH:13][CH:14]=2)=[CH:49][CH:50]=1. The catalyst class is: 123. (6) Reactant: [Br:1][C:2]1[CH:3]=[C:4]([CH2:9][NH:10][C:11](=[O:18])[CH2:12][CH2:13][CH2:14][C:15]([OH:17])=O)[CH:5]=[CH:6][C:7]=1[F:8].CN(C(ON1N=NC2C=CC=CC1=2)=[N+](C)C)C.F[P-](F)(F)(F)(F)F.[NH2:43][CH2:44][C:45]1[C:50]([CH2:51][CH3:52])=[N:49][C:48]2[N:53]([CH2:56][CH3:57])[N:54]=[CH:55][C:47]=2[C:46]=1[NH:58][CH:59]1[CH2:64][CH2:63][O:62][CH2:61][CH2:60]1.C(N(C(C)C)CC)(C)C. Product: [Br:1][C:2]1[CH:3]=[C:4]([CH2:9][NH:10][C:11](=[O:18])[CH2:12][CH2:13][CH2:14][C:15]([NH:43][CH2:44][C:45]2[C:46]([NH:58][CH:59]3[CH2:60][CH2:61][O:62][CH2:63][CH2:64]3)=[C:47]3[CH:55]=[N:54][N:53]([CH2:56][CH3:57])[C:48]3=[N:49][C:50]=2[CH2:51][CH3:52])=[O:17])[CH:5]=[CH:6][C:7]=1[F:8]. The catalyst class is: 168.